This data is from Forward reaction prediction with 1.9M reactions from USPTO patents (1976-2016). The task is: Predict the product of the given reaction. (1) Given the reactants [F:1][C:2]([F:15])([F:14])[C:3]1[NH:13][C:6]2=[N:7][CH:8]=[C:9]([CH2:11][NH2:12])[CH:10]=[C:5]2[CH:4]=1.Cl[C:17]1[CH:22]=[C:21]([CH:23]([F:25])[F:24])[N:20]=[CH:19][N:18]=1.CCN(C(C)C)C(C)C, predict the reaction product. The product is: [F:24][CH:23]([F:25])[C:21]1[N:20]=[CH:19][N:18]=[C:17]([NH:12][CH2:11][C:9]2[CH:10]=[C:5]3[CH:4]=[C:3]([C:2]([F:1])([F:14])[F:15])[NH:13][C:6]3=[N:7][CH:8]=2)[CH:22]=1. (2) Given the reactants Cl[CH2:2][C:3]1([CH2:9][CH3:10])[CH:6]([CH3:7])[O:5][CH:4]1[CH3:8].[CH:11]1[C:16]([C:17]2[CH:22]=[CH:21][C:20]([OH:23])=[CH:19][CH:18]=2)=[CH:15][CH:14]=[C:13]([OH:24])[CH:12]=1.[OH-:25].[K+], predict the reaction product. The product is: [CH3:7][CH:6]1[C:3]([CH2:2][O:24][C:13]2[CH:12]=[CH:11][C:16]([C:17]3[CH:22]=[CH:21][C:20]([O:23][CH2:2][C:3]4([CH2:9][CH3:10])[CH:6]([CH3:7])[O:25][CH:4]4[CH3:8])=[CH:19][CH:18]=3)=[CH:15][CH:14]=2)([CH2:9][CH3:10])[CH:4]([CH3:8])[O:5]1. (3) Given the reactants [Cl:1][C:2]1[CH:3]=[C:4]([CH:8]=[CH:9][CH:10]=1)[C:5](Cl)=[O:6].[C:11]([NH2:20])([C:14]1[CH:19]=[CH:18][CH:17]=[CH:16][CH:15]=1)([CH3:13])[CH3:12].C(N(CC)CC)C.O, predict the reaction product. The product is: [Cl:1][C:2]1[CH:3]=[C:4]([CH:8]=[CH:9][CH:10]=1)[C:5]([NH:20][C:11]([CH3:13])([C:14]1[CH:19]=[CH:18][CH:17]=[CH:16][CH:15]=1)[CH3:12])=[O:6]. (4) Given the reactants [NH2:1][CH2:2][CH:3]1[CH2:6][N:5]([CH:7]([C:14]2[CH:19]=[CH:18][CH:17]=[CH:16][CH:15]=2)[C:8]2[CH:13]=[CH:12][CH:11]=[CH:10][CH:9]=2)[CH2:4]1.[OH-].[Na+].[C:22](O[C:22]([O:24][C:25]([CH3:28])([CH3:27])[CH3:26])=[O:23])([O:24][C:25]([CH3:28])([CH3:27])[CH3:26])=[O:23], predict the reaction product. The product is: [C:25]([O:24][C:22]([NH:1][CH2:2][CH:3]1[CH2:4][N:5]([CH:7]([C:14]2[CH:19]=[CH:18][CH:17]=[CH:16][CH:15]=2)[C:8]2[CH:13]=[CH:12][CH:11]=[CH:10][CH:9]=2)[CH2:6]1)=[O:23])([CH3:28])([CH3:27])[CH3:26]. (5) Given the reactants [O-2].[Nd+3:2].[O-2].[O-2].[Nd+3].[CH2:6]([CH:8]([CH2:23][CH2:24][CH2:25][CH3:26])[CH2:9][O:10][P:11](=[O:22])([OH:21])[O:12][CH2:13][CH:14]([CH2:19][CH3:20])[CH2:15][CH2:16][CH2:17][CH3:18])[CH3:7].CC1CCCCC1, predict the reaction product. The product is: [CH2:6]([CH:8]([CH2:23][CH2:24][CH2:25][CH3:26])[CH2:9][O:10][P:11]([O-:22])([O:12][CH2:13][CH:14]([CH2:19][CH3:20])[CH2:15][CH2:16][CH2:17][CH3:18])=[O:21])[CH3:7].[Nd+:2]. (6) Given the reactants [Cl:1][C:2]1[CH:7]=[CH:6][CH:5]=[CH:4][C:3]=1[C:8]([C:13]1[CH:18]=[CH:17][CH:16]=[CH:15][C:14]=1[Cl:19])([OH:12])[C:9]([OH:11])=O.[NH2:20][CH2:21][CH2:22][CH2:23][N:24]1[CH2:29][CH2:28][CH:27]([C:30]2[CH:31]=[C:32]([NH:37][C:38](=[O:42])[CH:39]([CH3:41])[CH3:40])[CH:33]=[CH:34][C:35]=2[CH3:36])[CH2:26][CH2:25]1, predict the reaction product. The product is: [Cl:19][C:14]1[CH:15]=[CH:16][CH:17]=[CH:18][C:13]=1[C:8]([C:3]1[CH:4]=[CH:5][CH:6]=[CH:7][C:2]=1[Cl:1])([OH:12])[C:9]([NH:20][CH2:21][CH2:22][CH2:23][N:24]1[CH2:29][CH2:28][CH:27]([C:30]2[CH:31]=[C:32]([NH:37][C:38](=[O:42])[CH:39]([CH3:40])[CH3:41])[CH:33]=[CH:34][C:35]=2[CH3:36])[CH2:26][CH2:25]1)=[O:11]. (7) Given the reactants [NH2:1][C:2]1[CH:3]=[C:4]([OH:12])[C:5](=[CH:10][CH:11]=1)[C:6]([O:8][CH3:9])=[O:7].[Br:13][C:14]1[S:18][C:17]([S:19](Cl)(=[O:21])=[O:20])=[CH:16][C:15]=1[Cl:23], predict the reaction product. The product is: [Br:13][C:14]1[S:18][C:17]([S:19]([NH:1][C:2]2[CH:11]=[CH:10][C:5]([C:6]([O:8][CH3:9])=[O:7])=[C:4]([OH:12])[CH:3]=2)(=[O:21])=[O:20])=[CH:16][C:15]=1[Cl:23].